Dataset: Catalyst prediction with 721,799 reactions and 888 catalyst types from USPTO. Task: Predict which catalyst facilitates the given reaction. (1) Reactant: [O:1]([C:8]1[CH:9]=[CH:10][C:11]([NH:14][C:15]([NH2:17])=[S:16])=[N:12][CH:13]=1)[C:2]1[CH:7]=[CH:6][CH:5]=[CH:4][CH:3]=1.Cl[CH2:19][C:20](=O)[CH2:21][O:22][C:23](=[O:25])[CH3:24]. Product: [O:1]([C:8]1[CH:9]=[CH:10][C:11]([NH:14][C:15]2[S:16][CH:19]=[C:20]([CH2:21][O:22][C:23](=[O:25])[CH3:24])[N:17]=2)=[N:12][CH:13]=1)[C:2]1[CH:3]=[CH:4][CH:5]=[CH:6][CH:7]=1. The catalyst class is: 3. (2) Reactant: C(OC([N:11]1[CH2:15][C@H:14]([OH:16])[CH2:13][C@H:12]1[CH2:17][O:18][Si:19]([C:22]([CH3:25])([CH3:24])[CH3:23])([CH3:21])[CH3:20])=O)C1C=CC=CC=1.O[C@H]1[C@@H]2CC(=C)CN2C(=O)C2C=C(I)C=CC=2N1NC(OCC(Cl)(Cl)Cl)=O.C(OC(N1C[C@H](O)C[C@H]1CO[Si](C(C)(C)C)(C)C)=O)C=C. Product: [Si:19]([O:18][CH2:17][C@@H:12]1[CH2:13][C@@H:14]([OH:16])[CH2:15][NH:11]1)([C:22]([CH3:25])([CH3:24])[CH3:23])([CH3:21])[CH3:20]. The catalyst class is: 604. (3) Reactant: [H-].[Al+3].[Li+].[H-].[H-].[H-].[CH2:7]([N:14]1[CH2:19][CH2:18][C:17](=[O:20])[CH:16]([CH3:21])[CH2:15]1)[C:8]1[CH:13]=[CH:12][CH:11]=[CH:10][CH:9]=1. Product: [CH2:7]([N:14]1[CH2:19][CH2:18][CH:17]([OH:20])[CH:16]([CH3:21])[CH2:15]1)[C:8]1[CH:9]=[CH:10][CH:11]=[CH:12][CH:13]=1. The catalyst class is: 7. (4) Reactant: [F:1][C:2]1[CH:3]=[C:4]([N:8]2[CH:12]=[N:11][C:10]([C:13]([N:15]3[CH2:20][CH2:19][NH:18][C@@H:17]([CH3:21])[CH2:16]3)=[O:14])=[N:9]2)[CH:5]=[CH:6][CH:7]=1.[Br:22][C:23]1[CH:24]=[C:25]([C:29](O)=[O:30])[O:26][C:27]=1[Br:28].CN(C(ON1N=NC2C=CC=CC1=2)=[N+](C)C)C.[B-](F)(F)(F)F.CCN(C(C)C)C(C)C. Product: [Br:22][C:23]1[CH:24]=[C:25]([C:29]([N:18]2[CH2:19][CH2:20][N:15]([C:13]([C:10]3[N:11]=[CH:12][N:8]([C:4]4[CH:5]=[CH:6][CH:7]=[C:2]([F:1])[CH:3]=4)[N:9]=3)=[O:14])[CH2:16][C@@H:17]2[CH3:21])=[O:30])[O:26][C:27]=1[Br:28]. The catalyst class is: 3. (5) Reactant: [CH3:1][C:2]1[CH:10]=[C:9]([N+:11]([O-:13])=[O:12])[CH:8]=[C:7]2[C:3]=1[CH:4]=[N:5][NH:6]2.[H-].[Na+].[CH3:16]I. Product: [CH3:16][N:6]1[C:7]2[C:3](=[C:2]([CH3:1])[CH:10]=[C:9]([N+:11]([O-:13])=[O:12])[CH:8]=2)[CH:4]=[N:5]1. The catalyst class is: 35. (6) Reactant: [C:1]([O:5][C:6](=[O:52])[NH:7][C:8]1([C:16]#[C:17][C:18]2[CH:23]=[CH:22][C:21]([S:24]([N:27]3[C:35]4[C:30](=[CH:31][CH:32]=[C:33]([O:36][CH3:37])[CH:34]=4)[C:29]([C:38](=[O:51])[C:39]4[CH:44]=[C:43]([O:45][CH3:46])[C:42]([O:47][CH3:48])=[C:41]([O:49][CH3:50])[CH:40]=4)=[CH:28]3)(=[O:26])=[O:25])=[CH:20][CH:19]=2)[CH2:13][O:12][C:11]([CH3:15])([CH3:14])[O:10][CH2:9]1)([CH3:4])([CH3:3])[CH3:2]. Product: [C:1]([O:5][C:6](=[O:52])[NH:7][C:8]1([CH2:16][CH2:17][C:18]2[CH:23]=[CH:22][C:21]([S:24]([N:27]3[C:35]4[C:30](=[CH:31][CH:32]=[C:33]([O:36][CH3:37])[CH:34]=4)[C:29]([C:38](=[O:51])[C:39]4[CH:44]=[C:43]([O:45][CH3:46])[C:42]([O:47][CH3:48])=[C:41]([O:49][CH3:50])[CH:40]=4)=[CH:28]3)(=[O:26])=[O:25])=[CH:20][CH:19]=2)[CH2:13][O:12][C:11]([CH3:14])([CH3:15])[O:10][CH2:9]1)([CH3:3])([CH3:2])[CH3:4]. The catalyst class is: 45. (7) Reactant: [F:1][C:2]1[CH:7]=[CH:6][C:5]([C:8]2[C:16]3[C:11](=[CH:12][CH:13]=[C:14]([CH:17]([OH:25])[CH2:18][C:19]4[CH:24]=[CH:23][CH:22]=[CH:21][CH:20]=4)[CH:15]=3)[N:10]([CH:26]3[CH2:31][CH2:30][CH2:29][CH2:28][O:27]3)[N:9]=2)=[CH:4][CH:3]=1.[Cr](Cl)([O-])(=O)=O.[NH+]1C=CC=CC=1. Product: [F:1][C:2]1[CH:7]=[CH:6][C:5]([C:8]2[C:16]3[C:11](=[CH:12][CH:13]=[C:14]([C:17](=[O:25])[CH2:18][C:19]4[CH:24]=[CH:23][CH:22]=[CH:21][CH:20]=4)[CH:15]=3)[N:10]([CH:26]3[CH2:31][CH2:30][CH2:29][CH2:28][O:27]3)[N:9]=2)=[CH:4][CH:3]=1. The catalyst class is: 4. (8) The catalyst class is: 6. Reactant: N[C:2]1[S:3][C:4]([CH3:10])=[C:5]([CH3:9])[C:6]=1C#N.[C:11]([NH:13][C:14]([NH2:16])=[NH:15])#[N:12].Cl.[OH-].[Na+]. Product: [CH3:9][C:5]1[C:6]2[C:11]([NH2:12])=[N:13][C:14]([NH2:16])=[N:15][C:2]=2[S:3][C:4]=1[CH3:10].